Dataset: Full USPTO retrosynthesis dataset with 1.9M reactions from patents (1976-2016). Task: Predict the reactants needed to synthesize the given product. Given the product [CH3:20][O:19][C:16]1[CH:15]=[C:14]([CH3:21])[C:13]([O:12][CH3:11])=[CH:18][C:17]=1[CH:9]=[O:10], predict the reactants needed to synthesize it. The reactants are: CN([CH:9]=[O:10])C1C=CC=CC=1.[CH3:11][O:12][C:13]1[CH:18]=[CH:17][C:16]([O:19][CH3:20])=[CH:15][C:14]=1[CH3:21].